Dataset: B-cell epitopes from IEDB database with 3,159 antigens for binding position prediction. Task: Token-level Classification. Given an antigen amino acid sequence, predict which amino acid positions are active epitope sites capable of antibody binding. Output is a list of indices for active positions. (1) Given the antigen sequence: MALLFLLPLVMQGVSRAEMGTADLGPSSVPTPTNVTIESYNMNPIVYWEYQIMPQVPVFTVEVKNYGVKNSEWIDACINISHHYCNISDHVGDPSNSLWVRVKARVGQKESAYAKSEEFAVCRDGKIGPPKLDIRKEEKQIMIDIFHPSVFVNGDEQEVDYDPETTCYIRVYNVYVRMNGSEIQYKILTQKEDDCDEIQCQLAIPVSSLNSQYCVSAEGVLHVWGVTTEKSKEVCITIFNSSIKGSLWIPVVAALLLFLVLSLVFICFYIKKINPLKEKSIILPKSLISVVRSATLETKPESKYVSLITSYQPFSLEKEVVCEEPLSPATVPGMHTEDNPGKVEHTEELSSITEVVTTEENIPDVVPGSHLTPIERESSSPLSSNQSEPGSIALNSYHSRNCSESDHSRNGFDTDSSCLESHSSLSDSEFPPNNKGEIKTEGQELITVIKAPTSFGYDKPHVLVDLLVDDSGKESLIGYRPTEDSKEFS, which amino acid positions are active epitope sites? The epitope positions are: [404, 405, 406, 407, 408, 409, 410, 411, 412, 413, 414, 415]. The amino acids at these positions are: SDHSRNGFDTDS. (2) The epitope positions are: [312, 313, 314, 315, 316, 317, 318, 319, 320, 321, 322, 323, 324, 325, 326]. The amino acids at these positions are: LASTILTHVPVKEFN. Given the antigen sequence: MDVLAEEFGNLTPEQLAAPIPTVEEKWRLLPAFLKVKGLVKQHIDSFNYFINVEIKKIMKANEKVTSDADPMWYLKYLNIYVGLPDVEESFNVTRPVSPHECRLRDMTYSAPITVDIEYTRGSQRIIRNALPIGRMPIMLRSSNCVLTGKTPAEFAKLNECPLDPGGYFIVKGVEKVILIQEQLSKNRIIVEADRKGAVGASVTSSTHEKKSRTNMAVKQGRFYLRHNTLSEDIPIVIIFKAMGVESDQEIVQMIGTEEHVMAAFGPSLEECQKAQIFTQMQALKYIGNKVRRQRMWGGGPKKTKIEEARELLASTILTHVPVKEFNFRAKCIYTAVMVRRVILAQGDNKVDDRDYYGNKRLELAGQLLSLLFEDLFKKFNSEMKKIADQVIPKQRAAQFDVVKHMRQDQITNGMVNAISTGNWSLKRFKMDRQGVTQVLSRLSYISALGMMTRISSQFEKTRKVSGPRSLQPSQWGMLCPSDTPEGEACGLVKNLALMT..., which amino acid positions are active epitope sites? (3) Given the antigen sequence: MRGGGLICALVVGALVAAVASAAPAAPAAPRASGGVAATVAANGGPASRPPPVPSPATTKARKRKTKKPPKRPEATPPPDANATVAAGHATLRAHLREIKVENADAQFYVCPPPTGATVVQFEQPRRCPTRPEGQNYTEGIAVVFKENIAPYKFKATMYYKDVTVSQVWFGHRYSQFMGIFEDRAPVPFEEVIDKINAKGVCRSTAKYVRNNMETTAFHRDDHETDMELKPAKVATRTSRGWHTTDLKYNPSRVEAFHRYGTTVNCIVEEVDARSVYPYDEFVLATGDFVYMSPFYGYREGSHTEHTSYAADRFKQVDGFYARDLTTKARATSPTTRNLLTTPKFTVAWDWVPKRPAVCTMTKWQEVDEMLRAEYGGSFRFSSDAISTTFTTNLTQYSLSRVDLGDCIGRDAREAIDRMFARKYNATHIKVGQPQYYLATGGFLIAYQPLLSNTLAELYVREYMREQDRKPRNATPAPLREAPSANASVERIKTTSSIEF..., which amino acid positions are active epitope sites? The epitope positions are: [325, 326, 327, 328, 329, 330, 331, 332, 333, 334, 335, 336, 337, 338]. The amino acids at these positions are: TTKARATSPTTRNL. (4) Given the antigen sequence: VPVWKEADTTLFCASDAKAHETEVHNVWATHACVPTDPNPQEIDLENVTENFNMWKNNMVEQMQEDVISLWDQSLKPCVKLTPPCVTLHCTNANLTKANLTNVNNRTNVSNIIGNITDEVRNCSFNMTTELRDKKQKVHALFYKLDIVPIEDNNDSSEYRLINCNTSVIKQPCPKISFDPIPIHYCTPAGYAILKCNDKNFNGTGPCKNVSSVQCTHGIKPVVSTQLLLNGSLAEEEIIIRSENLTNNAKTIIVHLNKSVVINCTRPSNNTRTSITIGPGQVFYRTGDIIGDIRKAYCEINGTEWNKALKQVTEKLKEHFNNKPIIFQPPSGGDLEITMHHFNCRGEFFYCNTTRLFNNTCIANGTIEGCNGNITLPCKIKQIINMWQGAGQAMYAPPISGTINCVSNITGILLTRDGGATNNTNNETFRPGGGNIKDNWRNELYKYKVVQIEPLGVAPTRAKRRVVEREKRAVGIGAMFLGFLGA, which amino acid positions are active epitope sites? The epitope positions are: [129, 130, 131, 132, 133, 134, 135, 136, 137, 138, 139, 140, 141, 142, 143, 144, 145, 146, 147]. The amino acids at these positions are: ELRDKKQKVHALFYKLDIV. (5) Given the antigen sequence: MKTISVVTLLCVLPAVVYSTCTVPTMNNAKLTSTETSFNDKQKVTFTCDQGYHSSDPNAVCETDKWKYENPCKKMCTVSDYISELYNKPLYEVNSTMTLSCNGETKYFRCEEKNGNTSWNDTVTCPNAECQPLQLEHGSCQPVKEKYSFGEYMTINCDVGYEVIGASYISCTANSWNVIPSCQQKCDMPSLSNGLISGSTFSIGGVIHLSCKSGFTLTGSPSSTCIDGKWNPVLPICVRTNEEFDPVDDGPDDETDLSKLSKDVVQYEQEIESLEATYHIIIVALTIMGVIFLISVIVLVCSCDKNNDQYKFHKLLP, which amino acid positions are active epitope sites? The epitope positions are: [55, 56, 57, 58, 59, 60, 61, 62, 63, 64, 65, 66, 67, 68, 69, 70, 71, 72, 73, 74]. The amino acids at these positions are: DPNAVCETDKWKYENPCKKM. (6) The epitope positions are: [36, 37, 38, 39, 40, 41, 42, 43]. The amino acids at these positions are: SSTKNLIY. Given the antigen sequence: MTCLNRLGGFLIPSWLLPYYFVLYILSTENACVAGDSSTKNLIYTSTLCELNVTGFQQHFGYAVETFVIFPAVTHLISLKFLTTAHLLDFLSLGVVAGGGYWHQQYVVSSIYASCALLAFIFFCCRAVRNCMSWRYKCTRFTNFVLDTKGRVYRNRSPVLVEQHGRVMLQGHPVEVKTVVLDGVKAVRAKTVPAEKWEA, which amino acid positions are active epitope sites? (7) Given the antigen sequence: MIFLTALPLFWIMISASRGGHWGAWMPSSISAFEGTCVSIPCRFDFPDELRPAVVHGVWYFNSPYPKNYPPVVFKSRTQVVHESFQGRSRLLGDLGLRNCTLLLSNVSPELGGKYYFRGDLGGYNQYTFSEHSVLDIVNTPNIVVPPEVVAGTEVEVSCMVPDNCPELRPELSWLGHEGLGEPAVLGRLREDEGTWVQVSLLHFVPTREANGHRLGCQASFPNTTLQFEGYASMDVKYPPVIVEMNSSVEAIEGSHVSLLCGADSNPPPLLTWMRDGTVLREAVAESLLLELEEVTPAEDGVYACLAENAYGQDNRTVGLSVMYAPWKPTVNGTMVAVEGETVSILCSTQSNPDPILTIFKEKQILSTVIYESELQLELPAVSPEDDGEYWCVAENQYGQRATAFNLSVEFAPVLLLESHCAAARDTVQCLCVVKSNPEPSVAFELPSRNVTVNESEREFVYSERSGLVLTSILTLRGQAQAPPRVICTARNLYGAKSLE..., which amino acid positions are active epitope sites? The epitope positions are: [594, 595, 596, 597, 598, 599, 600, 601, 602, 603, 604, 605, 606, 607, 608]. The amino acids at these positions are: LSYSHSDLGKRPTKD. (8) Given the antigen sequence: MGLRTAKKRGLGGGGKWKREEGGGTRGRREVRPACFLQSGGRGDPGDVGGPAGNPGCSPHPRAATRPPPLPAHTPAHTPEWCGAASAEAAEPRRAGPHLCIPAPGLTKTPILEKVPRKMAAKTPSSEESGLPKLPVPPLQQTLATYLQCMRHLVSEEQFRKSQAIVQQFGAPGGLGETLQQKLLERQEKTANWVSEYWLNDMYLNNRLALPVNSSPAVIFARQHFPGTDDQLRFAASLISGVLSYKALLDSHSIPTDCAKPELSGQPLCMKQYYGLFSSYRLPGHTQDTLVAQNSSIMPEPEHVIVACCNQFFVLDVVINFRRLSEGDLFTQLRKIVKMASNEDERLPPIGLLTSDGRSEWAEARTVLVKDSTNRDSLDMIERCICLVCLDGPGGVELSDTHRALQLLHGGGYSKNGANRWYDKSLQFVVGRDATCGVVCEHSPFDGIVLVQCTEHLLKHMTQSSRKLIRADSVSELPAPRRLRWKCSPEIQGHLASSAE..., which amino acid positions are active epitope sites? The epitope positions are: [411, 412, 413, 414, 415, 416, 417, 418, 419, 420, 421, 422, 423, 424, 425, 426, 427, 428, 429, 430... (24 total positions)]. The amino acids at these positions are: GYSKNGANRWYDKSLQFVVGRDAT. (9) Given the antigen sequence: APAEPQPGGSQCVEHDCFALYPGPATFLNASQICDGLRGHLMTVRSSVAADVISLLLNGDGGVGRRRLWIGLQLPPGCGDPKRLGPLRGFQWVTGDNNTSYSRWARLDLNGAPLCGPLCVAVSAAEATVPSEPIWEEQQCEVKADGFLCEFHFPATCRPLAVEPGAAAAAVSITYGTPFAARGADFQALPVGSSAAVAPLGLQLMCTAPPGAVQGHWAREAPGAWDCSVENGGCEHACNAIPGAPRCQCPAGAALQADGRSCTASATQSCNDLCEHFCVPNPDQPGSYSCMCETGYRLAADQHRCEDVDDCILEPSPCPQRCVXTQGGFECHCYPNYDLVDGECVEPVDPCFRANCEYQCQPLNQTSYLCVCAEGFAPIPHEPHRCQMFCNQTACPADCDPNTQASCECPEGYILDDGFICTDIDECENGGFCSGVCHNLPGTFECICGPDSALARHIGTDCDSGKVD, which amino acid positions are active epitope sites? The epitope positions are: [407, 408, 409, 410, 411, 412, 413, 414, 415, 416, 417, 418, 419, 420, 421, 422, 423, 424, 425]. The amino acids at these positions are: ECPEGYILDDGFICTDIDE. (10) Given the antigen sequence: MEMPPCALGLFCFCSSCFCLCCPRHRPVSRLAVAAGGAAAVPAVVSGVTGLILSPSPSPIFIQPTPSHLTFQPQPGLELALGSQPAHSVPLGATNPSAPPLPPVVDLPQLGLRR, which amino acid positions are active epitope sites? The epitope positions are: [96, 97, 98, 99, 100, 101, 102, 103, 104, 105, 106, 107]. The amino acids at these positions are: SAPPLPPVVDLP.